This data is from Full USPTO retrosynthesis dataset with 1.9M reactions from patents (1976-2016). The task is: Predict the reactants needed to synthesize the given product. (1) Given the product [N:8]1([C:6]([O:5][C:1]([CH3:4])([CH3:2])[CH3:3])=[O:7])[CH2:15][CH2:14][CH2:13][C@H:9]1[C:10]([O:12][CH2:26][C:27]([C:29]1[CH:30]=[CH:31][C:32]([N+:35]([O-:37])=[O:36])=[CH:33][CH:34]=1)=[O:28])=[O:11], predict the reactants needed to synthesize it. The reactants are: [C:1]([O:5][C:6]([N:8]1[CH2:15][CH2:14][CH2:13][C@H:9]1[C:10]([OH:12])=[O:11])=[O:7])([CH3:4])([CH3:3])[CH3:2].CCN(C(C)C)C(C)C.Br[CH2:26][C:27]([C:29]1[CH:34]=[CH:33][C:32]([N+:35]([O-:37])=[O:36])=[CH:31][CH:30]=1)=[O:28]. (2) Given the product [CH3:38][CH:37]([CH3:39])[C:36]([N:4]1[CH2:5][CH2:6][N:1]([C:7]2[CH:8]=[CH:9][C:10]([NH:13][C:14]([C:16]3[O:17][C:18]4[C:23]([C:24](=[O:26])[CH:25]=3)=[CH:22][C:21]([O:27][CH3:28])=[CH:20][C:19]=4[N:29]3[CH2:30][CH2:31][N:32]([CH3:35])[CH2:33][CH2:34]3)=[O:15])=[CH:11][CH:12]=2)[CH2:2][CH2:3]1)=[O:40], predict the reactants needed to synthesize it. The reactants are: [N:1]1([C:7]2[CH:12]=[CH:11][C:10]([NH:13][C:14]([C:16]3[O:17][C:18]4[C:23]([C:24](=[O:26])[CH:25]=3)=[CH:22][C:21]([O:27][CH3:28])=[CH:20][C:19]=4[N:29]3[CH2:34][CH2:33][N:32]([CH3:35])[CH2:31][CH2:30]3)=[O:15])=[CH:9][CH:8]=2)[CH2:6][CH2:5][NH:4][CH2:3][CH2:2]1.[C:36](Cl)(=[O:40])[CH:37]([CH3:39])[CH3:38].